From a dataset of Reaction yield outcomes from USPTO patents with 853,638 reactions. Predict the reaction yield, written as a fraction of the theoretical maximum amount of product (1.0 means a 100% yield; for example, 0.34 means a 34% yield). (1) The reactants are C([O:8][C:9](=[O:29])[NH:10][C@@H:11]([CH3:28])[CH2:12][N:13]1[C:21]2[C:16](=[CH:17][CH:18]=[C:19]3[O:25][CH2:24][C@H:23]([CH2:26][OH:27])[O:22][C:20]3=2)[CH:15]=[N:14]1)C1C=CC=CC=1.ClCCl.C(OC(O[C:36]([CH3:39])([CH3:38])[CH3:37])=O)(O[C:36]([CH3:39])([CH3:38])[CH3:37])=O.CN(C)C. The catalyst is CO.[Pd]. The product is [C:36]([O:8][C:9](=[O:29])[NH:10][C@@H:11]([CH3:28])[CH2:12][N:13]1[C:21]2[C:16](=[CH:17][CH:18]=[C:19]3[O:25][CH2:24][C@H:23]([CH2:26][OH:27])[O:22][C:20]3=2)[CH:15]=[N:14]1)([CH3:39])([CH3:38])[CH3:37]. The yield is 0.800. (2) The reactants are [Cl:1][C:2]1[N:7]=[C:6](Cl)[CH:5]=[CH:4][N:3]=1.[CH2:9]([C:13]1[O:14][C:15]2[CH:21]=[CH:20][CH:19]=[CH:18][C:16]=2[N:17]=1)[CH2:10][C:11]#[CH:12]. No catalyst specified. The product is [Cl:1][C:2]1[N:7]=[C:6]([C:12]#[C:11][CH2:10][CH2:9][C:13]2[O:14][C:15]3[CH:21]=[CH:20][CH:19]=[CH:18][C:16]=3[N:17]=2)[CH:5]=[CH:4][N:3]=1. The yield is 0.0900. (3) The reactants are [NH2:1][C:2]1[N:6]=[CH:5][N:4]([C:7]2[CH:14]=[CH:13][C:12](/[CH:15]=[CH:16]/[CH:17]([C:22]3[CH:27]=[C:26]([Cl:28])[C:25]([Cl:29])=[C:24]([Cl:30])[CH:23]=3)[C:18]([F:21])([F:20])[F:19])=[CH:11][C:8]=2[C:9]#[N:10])[N:3]=1.[CH:31]1([C:34](Cl)=[O:35])[CH2:33][CH2:32]1. The catalyst is C(Cl)Cl. The product is [C:9]([C:8]1[CH:11]=[C:12](/[CH:15]=[CH:16]/[CH:17]([C:22]2[CH:23]=[C:24]([Cl:30])[C:25]([Cl:29])=[C:26]([Cl:28])[CH:27]=2)[C:18]([F:19])([F:20])[F:21])[CH:13]=[CH:14][C:7]=1[N:4]1[CH:5]=[N:6][C:2]([NH:1][C:34]([CH:31]2[CH2:33][CH2:32]2)=[O:35])=[N:3]1)#[N:10]. The yield is 0.340. (4) The reactants are C(#N)CC.[NH2:5][C:6]1[N:13]=[CH:12][C:11](Br)=[CH:10][C:7]=1[C:8]#[N:9].[CH3:15][N:16]([CH2:21][C:22]1[N:23]([CH3:31])[C:24]2[C:29]([CH:30]=1)=[CH:28][CH:27]=[CH:26][CH:25]=2)[C:17](=[O:20])[CH:18]=[CH2:19].C(N(C(C)C)CC)(C)C.CC1C=CC=CC=1P(C1C=CC=CC=1C)C1C=CC=CC=1C.[ClH:63]. No catalyst specified. The product is [ClH:63].[NH2:5][C:6]1[N:13]=[CH:12][C:11](/[CH:19]=[CH:18]/[C:17]([N:16]([CH3:15])[CH2:21][C:22]2[N:23]([CH3:31])[C:24]3[C:29]([CH:30]=2)=[CH:28][CH:27]=[CH:26][CH:25]=3)=[O:20])=[CH:10][C:7]=1[C:8]#[N:9]. The yield is 0.430. (5) The reactants are [CH2:1]([O:3][C:4]([C:6]1[O:7][C:8]2[CH:15]=[CH:14][CH:13]=[C:12]([NH2:16])[C:9]=2[C:10]=1[CH3:11])=[O:5])[CH3:2].[S:17]1[CH:21]=[CH:20][CH:19]=[C:18]1[S:22](Cl)(=[O:24])=[O:23]. No catalyst specified. The product is [CH2:1]([O:3][C:4]([C:6]1[O:7][C:8]2[CH:15]=[CH:14][CH:13]=[C:12]([NH:16][S:22]([C:18]3[S:17][CH:21]=[CH:20][CH:19]=3)(=[O:24])=[O:23])[C:9]=2[C:10]=1[CH3:11])=[O:5])[CH3:2]. The yield is 0.680. (6) The reactants are [CH3:1][N:2]1[CH2:6][CH2:5][C@@H:4]([O:7][C:8]([C:10]2([OH:23])[C:22]3[CH:21]=[CH:20][CH:19]=[CH:18][C:17]=3[C:16]3[C:11]2=[CH:12][CH:13]=[CH:14][CH:15]=3)=[O:9])[CH2:3]1.ClC[CH2:26][CH2:27][C:28]([C:30]1[CH:35]=[CH:34][CH:33]=[CH:32][CH:31]=1)=[O:29].[CH2:36]1COCC1. No catalyst specified. The product is [CH:8]([O-:9])=[O:7].[OH:23][C:10]1([C:8]([O:7][C@@H:4]2[CH2:5][CH2:6][N+:2]([CH3:36])([CH2:1][CH2:26][CH2:27][C:28](=[O:29])[C:30]3[CH:35]=[CH:34][CH:33]=[CH:32][CH:31]=3)[CH2:3]2)=[O:9])[C:22]2[CH:21]=[CH:20][CH:19]=[CH:18][C:17]=2[C:16]2[C:11]1=[CH:12][CH:13]=[CH:14][CH:15]=2. The yield is 0.0700. (7) The reactants are [F:1][C:2]1[CH:3]=[C:4]([NH2:10])[C:5]([NH2:9])=[CH:6][C:7]=1[F:8].[Cl:11][C:12]1[CH:20]=[CH:19][C:15]([C:16](O)=O)=[C:14]([N+:21]([O-:23])=[O:22])[CH:13]=1. The catalyst is CC1C=CC=CC=1C.[O-]CC.[O-]CC.[O-]CC.[O-]CC.[Ti+4]. The product is [Cl:11][C:12]1[CH:20]=[CH:19][C:15]([C:16]2[NH:9][C:5]3[CH:6]=[C:7]([F:8])[C:2]([F:1])=[CH:3][C:4]=3[N:10]=2)=[C:14]([N+:21]([O-:23])=[O:22])[CH:13]=1. The yield is 0.150. (8) The yield is 0.940. The product is [CH2:23]([N:12]([C@@H:13]([C:15]1[CH:16]=[CH:17][CH:18]=[CH:19][CH:20]=1)[CH3:14])[C:3](=[O:11])[CH2:4][CH2:5][CH2:6][CH2:7][CH2:8][CH2:9][CH3:10])[CH:22]=[CH2:21]. The reactants are [H-].[Na+].[C:3]([NH:12][C@@H:13]([C:15]1[CH:20]=[CH:19][CH:18]=[CH:17][CH:16]=1)[CH3:14])(=[O:11])[CH2:4][CH2:5][CH2:6][CH2:7][CH2:8][CH2:9][CH3:10].[CH2:21](Br)[CH:22]=[CH2:23].Cl. The catalyst is CCCCCC.C1COCC1. (9) The reactants are Br[C:2]1[C:6](=[O:7])[C:5]2([CH2:12][CH2:11][N:10]([C:13]([O:15][C:16]([CH3:19])([CH3:18])[CH3:17])=[O:14])[CH2:9][CH2:8]2)[O:4][C:3]=1[C:20]1[CH:25]=[CH:24][N:23]=[CH:22][CH:21]=1.[O:26]1[C:30]2[CH:31]=[CH:32][C:33](B(O)O)=[CH:34][C:29]=2[O:28][CH2:27]1.C([O-])([O-])=O.[Na+].[Na+]. The catalyst is CN(C=O)C. The product is [O:26]1[C:30]2[CH:31]=[CH:32][C:33]([C:2]3[C:6](=[O:7])[C:5]4([CH2:8][CH2:9][N:10]([C:13]([O:15][C:16]([CH3:18])([CH3:19])[CH3:17])=[O:14])[CH2:11][CH2:12]4)[O:4][C:3]=3[C:20]3[CH:21]=[CH:22][N:23]=[CH:24][CH:25]=3)=[CH:34][C:29]=2[O:28][CH2:27]1. The yield is 0.310.